From a dataset of Reaction yield outcomes from USPTO patents with 853,638 reactions. Predict the reaction yield, written as a fraction of the theoretical maximum amount of product (1.0 means a 100% yield; for example, 0.34 means a 34% yield). (1) The reactants are [C:1]1([N:7]2[C:12](=[O:13])[N:11]([CH2:14]CCC)[C:10](=[O:18])[C:9]([C:19]([OH:21])=O)=[N:8]2)[CH:6]=[CH:5][CH:4]=[CH:3][CH:2]=1.S(Cl)([Cl:24])=O. No catalyst specified. The product is [C:1]1([N:7]2[C:12](=[O:13])[N:11]([CH3:14])[C:10](=[O:18])[C:9]([C:19]([Cl:24])=[O:21])=[N:8]2)[CH:6]=[CH:5][CH:4]=[CH:3][CH:2]=1. The yield is 0.880. (2) The reactants are [CH3:1][C:2]1[N:7]=[C:6]([O:8][C:9]2[CH:17]=[CH:16][C:12]([C:13](O)=[O:14])=[CH:11][CH:10]=2)[CH:5]=[CH:4][C:3]=1[CH2:18][N:19]1[CH2:24][CH2:23][CH:22]([N:25]2[C@H:29]([C:30]3[CH:35]=[CH:34][CH:33]=[CH:32][CH:31]=3)[CH2:28][O:27][C:26]2=[O:36])[CH2:21][CH2:20]1.CC(C[AlH]CC(C)C)C. The catalyst is C(Cl)Cl. The product is [OH:14][CH2:13][C:12]1[CH:11]=[CH:10][C:9]([O:8][C:6]2[N:7]=[C:2]([CH3:1])[C:3]([CH2:18][N:19]3[CH2:20][CH2:21][CH:22]([N:25]4[C@H:29]([C:30]5[CH:31]=[CH:32][CH:33]=[CH:34][CH:35]=5)[CH2:28][O:27][C:26]4=[O:36])[CH2:23][CH2:24]3)=[CH:4][CH:5]=2)=[CH:17][CH:16]=1. The yield is 0.380. (3) The reactants are [NH2:1][C:2]1[CH:3]=[CH:4][C:5]([N:26]2[CH2:31][CH2:30][O:29][CH2:28][CH2:27]2)=[C:6]([C:8]([N:10]2[CH2:15][CH2:14][N:13]([C:16]3[CH:21]=[CH:20][C:19]([C:22]([F:25])([F:24])[F:23])=[CH:18][CH:17]=3)[CH2:12][CH2:11]2)=[O:9])[CH:7]=1.[CH2:32](OC(OCC)OCC)C.[N-:42]=[N+:43]=[N-:44].[Na+]. The catalyst is C(O)(=O)C.O.[OH-].[Na+]. The product is [N:26]1([C:5]2[CH:4]=[CH:3][C:2]([N:1]3[CH:32]=[N:44][N:43]=[N:42]3)=[CH:7][C:6]=2[C:8]([N:10]2[CH2:11][CH2:12][N:13]([C:16]3[CH:17]=[CH:18][C:19]([C:22]([F:24])([F:25])[F:23])=[CH:20][CH:21]=3)[CH2:14][CH2:15]2)=[O:9])[CH2:27][CH2:28][O:29][CH2:30][CH2:31]1. The yield is 0.520. (4) The reactants are C([O:4][CH2:5][CH2:6][NH:7][C:8](=[O:35])[C:9]1[CH:14]=[CH:13][C:12]([Cl:15])=[C:11]([N:16]([CH3:34])[C:17]([C:19]2[S:33][C:22]3[C:23]4[CH:31]=[CH:30][C:29](Br)=[CH:28][C:24]=4[O:25][CH2:26][CH2:27][C:21]=3[CH:20]=2)=[O:18])[CH:10]=1)(=O)C.CC1(C)C2C(=C(P(C3C=CC=CC=3)C3C=CC=CC=3)C=CC=2)[O:57][C:39]2C(P(C3C=CC=CC=3)C3C=CC=CC=3)=CC=CC1=2.[CH3:78][S:79]([CH2:82][CH2:83][NH2:84])(=[O:81])=[O:80].Cl.C([O-])([O-])=O.[Na+].[Na+]. The catalyst is C1(C)C=CC=CC=1.CC([O-])=O.CC([O-])=O.[Pd+2]. The product is [Cl:15][C:12]1[CH:13]=[CH:14][C:9]([C:8](=[O:35])[NH:7][CH2:6][CH2:5][OH:4])=[CH:10][C:11]=1[N:16]([CH3:34])[C:17]([C:19]1[S:33][C:22]2[C:23]3[CH:31]=[CH:30][C:29]([C:39]([NH:84][CH2:83][CH2:82][S:79]([CH3:78])(=[O:81])=[O:80])=[O:57])=[CH:28][C:24]=3[O:25][CH2:26][CH2:27][C:21]=2[CH:20]=1)=[O:18]. The yield is 0.180.